From a dataset of Forward reaction prediction with 1.9M reactions from USPTO patents (1976-2016). Predict the product of the given reaction. (1) Given the reactants Br[CH2:2][CH2:3][N:4]1[CH2:8][CH2:7][N:6]([CH2:9][CH2:10][CH2:11][OH:12])[C:5]1=[C:13]([C:16]#[N:17])[C:14]#[N:15].[CH3:18][CH:19]1[CH2:23][CH2:22][CH2:21][NH:20]1.C(=O)([O-])[O-].[K+].[K+].[I-].[K+], predict the reaction product. The product is: [OH:12][CH2:11][CH2:10][CH2:9][N:6]1[CH2:7][CH2:8][N:4]([CH2:3][CH2:2][N:20]2[CH2:21][CH2:22][CH2:23][CH:19]2[CH3:18])[C:5]1=[C:13]([C:16]#[N:17])[C:14]#[N:15]. (2) Given the reactants [C:1]([O:5][C:6]([NH:8][C:9]1[C:10]([NH:14][C:15]([C:17]2[CH:22]=[CH:21][C:20]([CH2:23]OS(C)(=O)=O)=[CH:19][N:18]=2)=[O:16])=[CH:11][S:12][CH:13]=1)=[O:7])([CH3:4])([CH3:3])[CH3:2].[CH3:29][N:30]([CH3:34])[CH2:31][CH2:32][NH2:33].C(OCC)(=O)C.O, predict the reaction product. The product is: [C:1]([O:5][C:6]([NH:8][C:9]1[C:10]([NH:14][C:15]([C:17]2[CH:22]=[CH:21][C:20]([CH2:23][NH:33][CH2:32][CH2:31][N:30]([CH3:34])[CH3:29])=[CH:19][N:18]=2)=[O:16])=[CH:11][S:12][CH:13]=1)=[O:7])([CH3:4])([CH3:2])[CH3:3]. (3) Given the reactants [N+:1]([C:4]1[CH:5]=[C:6]2[C:10](=[CH:11][CH:12]=1)[NH:9][C:8](=[O:13])[CH2:7]2)([O-])=O.C(O)C, predict the reaction product. The product is: [NH2:1][C:4]1[CH:5]=[C:6]2[C:10](=[CH:11][CH:12]=1)[NH:9][C:8](=[O:13])[CH2:7]2. (4) Given the reactants [CH2:1]([N:3]([CH2:14][CH2:15][NH:16][C:17]([C:19]1[CH:28]=[N:27][C:26]2[C:21](=[CH:22][CH:23]=[C:24]([I:29])[CH:25]=2)[N:20]=1)=[O:18])[CH2:4][CH2:5][O:6][C:7]1[C:8]([F:13])=[N:9][CH:10]=[CH:11][CH:12]=1)[CH3:2].[ClH:30], predict the reaction product. The product is: [ClH:30].[ClH:30].[CH2:1]([N:3]([CH2:14][CH2:15][NH:16][C:17]([C:19]1[CH:28]=[N:27][C:26]2[C:21](=[CH:22][CH:23]=[C:24]([I:29])[CH:25]=2)[N:20]=1)=[O:18])[CH2:4][CH2:5][O:6][C:7]1[C:8]([F:13])=[N:9][CH:10]=[CH:11][CH:12]=1)[CH3:2]. (5) Given the reactants [C:1]([O:9]C)(=O)[C:2]#[C:3][C:4]([O:6][CH3:7])=[O:5].[C:11]1([NH:17][NH2:18])[CH:16]=[CH:15][CH:14]=[CH:13][CH:12]=1, predict the reaction product. The product is: [OH:9][C:1]1[CH:2]=[C:3]([C:4]([O:6][CH3:7])=[O:5])[N:17]([C:11]2[CH:16]=[CH:15][CH:14]=[CH:13][CH:12]=2)[N:18]=1. (6) The product is: [Br:8][C:6]1[N:7]=[C:2]([NH:22][CH2:19][CH:14]2[CH2:13][O:12][C:11]([CH3:10])([CH3:18])[O:15]2)[C:3]([NH2:9])=[N:4][CH:5]=1. Given the reactants Br[C:2]1[C:3]([NH2:9])=[N:4][CH:5]=[C:6]([Br:8])[N:7]=1.[CH3:10][C:11]1([CH3:18])[O:15][CH:14](NC)[CH2:13][O:12]1.[CH:19]([N:22](CC)C(C)C)(C)C.O1CCOCC1, predict the reaction product. (7) Given the reactants C([NH:4][C:5]1[CH:10]=[CH:9][C:8]([CH2:11][N:12]2[CH2:17][CH2:16][N:15]([C:18]([O:20][C:21]([CH3:24])([CH3:23])[CH3:22])=[O:19])[C@@H:14]([CH3:25])[CH2:13]2)=[C:7]([CH3:26])[CH:6]=1)(=O)C, predict the reaction product. The product is: [NH2:4][C:5]1[CH:10]=[CH:9][C:8]([CH2:11][N:12]2[CH2:17][CH2:16][N:15]([C:18]([O:20][C:21]([CH3:23])([CH3:22])[CH3:24])=[O:19])[C@@H:14]([CH3:25])[CH2:13]2)=[C:7]([CH3:26])[CH:6]=1. (8) Given the reactants [Cl:1][C:2]1[CH:3]=[C:4]([N:8]([CH3:16])[C:9]2[CH:14]=[CH:13][NH:12][C:11](=O)[N:10]=2)[CH:5]=[CH:6][CH:7]=1.P(Cl)(Cl)([Cl:19])=O, predict the reaction product. The product is: [Cl:19][C:11]1[N:10]=[C:9]([N:8]([C:4]2[CH:5]=[CH:6][CH:7]=[C:2]([Cl:1])[CH:3]=2)[CH3:16])[CH:14]=[CH:13][N:12]=1.